From a dataset of Tyrosyl-DNA phosphodiesterase HTS with 341,365 compounds. Binary Classification. Given a drug SMILES string, predict its activity (active/inactive) in a high-throughput screening assay against a specified biological target. (1) The compound is S(CC=1N(C(=O)NC(C1C(OCC)=O)c1ccccc1)C)c1n(nnn1)C. The result is 0 (inactive). (2) The compound is Clc1ccc(CNC(=O)C2CCN(S(=O)(=O)c3cc4c(c5CCCCc5nc4cc3)C(O)=O)CC2)cc1. The result is 0 (inactive). (3) The drug is Clc1c(scc1)C(OCC#CCSc1oc(nn1)c1c2c(ccc1)cccc2)=O. The result is 0 (inactive). (4) The result is 0 (inactive). The drug is O=C(NCc1ccc(CC)cc1)Cc1n(cc(c1C(O)=O)C)C. (5) The molecule is Clc1ccc(C2n3[nH]c(nc3=NC(=O)C2)NS(=O)(=O)c2ccc(F)cc2)cc1. The result is 0 (inactive). (6) The compound is Clc1c(OCC(=O)Nc2c(cc(cc2)C(=O)Nc2c(cccc2)C(O)=O)C)cccc1. The result is 0 (inactive). (7) The compound is O=C(N(Cc1c2n(nnn2)c2c(c1)cccc2C)CCc1cc(OC)c(OC)cc1)c1ccncc1. The result is 0 (inactive). (8) The drug is S1C(Cc2nc(SCC(=O)NCCc3ccccc3)n(c(=O)c12)C)C. The result is 0 (inactive).